Dataset: Reaction yield outcomes from USPTO patents with 853,638 reactions. Task: Predict the reaction yield, written as a fraction of the theoretical maximum amount of product (1.0 means a 100% yield; for example, 0.34 means a 34% yield). The yield is 0.850. The catalyst is C1COCC1.C(#N)C.C(N(CC)CC)C. The reactants are CCN=C=NCCCN(C)C.[OH:12][CH2:13][C:14]1[N:18]2[C:19](=[O:35])[N:20]([CH:22]3[CH2:27][CH2:26][N:25]([C:28]([O:30][C:31]([CH3:34])([CH3:33])[CH3:32])=[O:29])[CH2:24][CH2:23]3)[CH2:21][C:17]2=[CH:16][N:15]=1.[C:36]([NH:39][CH2:40][CH2:41][C:42](O)=[O:43])(=[O:38])[CH3:37].CN(C1C=CC=CN=1)C. The product is [C:36]([NH:39][CH2:40][CH2:41][C:42]([O:12][CH2:13][C:14]1[N:18]2[C:19](=[O:35])[N:20]([CH:22]3[CH2:23][CH2:24][N:25]([C:28]([O:30][C:31]([CH3:32])([CH3:34])[CH3:33])=[O:29])[CH2:26][CH2:27]3)[CH2:21][C:17]2=[CH:16][N:15]=1)=[O:43])(=[O:38])[CH3:37].